Dataset: Forward reaction prediction with 1.9M reactions from USPTO patents (1976-2016). Task: Predict the product of the given reaction. (1) The product is: [Cl:1][C:2]1[C:3]([CH3:10])=[C:4]([CH:7]=[CH:8][CH:9]=1)[CH2:5][Cl:22]. Given the reactants [Cl:1][C:2]1[C:3]([CH3:10])=[C:4]([CH:7]=[CH:8][CH:9]=1)[CH2:5]O.C(N(CC)CC)C.CS([Cl:22])(=O)=O.C(=O)([O-])O.[Na+], predict the reaction product. (2) Given the reactants [Cl:1][C:2]1[N:7]=[C:6]([CH2:8][C:9]([C:11]2[CH:12]=[C:13]([N:17]([CH3:28])[C:18](=[O:27])[C:19]3[C:24]([F:25])=[CH:23][CH:22]=[CH:21][C:20]=3[F:26])[CH:14]=[CH:15][CH:16]=2)=O)[CH:5]=[CH:4][N:3]=1.C1C(=O)N(Br)C(=O)C1.[NH2:37][C:38]([NH2:40])=[S:39].Cl, predict the reaction product. The product is: [NH2:40][C:38]1[S:39][C:8]([C:6]2[CH:5]=[CH:4][N:3]=[C:2]([Cl:1])[N:7]=2)=[C:9]([C:11]2[CH:12]=[C:13]([N:17]([CH3:28])[C:18](=[O:27])[C:19]3[C:24]([F:25])=[CH:23][CH:22]=[CH:21][C:20]=3[F:26])[CH:14]=[CH:15][CH:16]=2)[N:37]=1. (3) Given the reactants [Br:1][C:2]1[CH:19]=[CH:18][C:5]([O:6][CH:7]([C:11]2[CH:16]=[CH:15][C:14]([Br:17])=[CH:13][CH:12]=2)[C:8]([OH:10])=O)=[CH:4][CH:3]=1.[NH2:20][C:21]1[S:22][CH:23]=[CH:24][N:25]=1, predict the reaction product. The product is: [Br:1][C:2]1[CH:3]=[CH:4][C:5]([O:6][CH:7]([C:11]2[CH:16]=[CH:15][C:14]([Br:17])=[CH:13][CH:12]=2)[C:8]([NH:20][C:21]2[S:22][CH:23]=[CH:24][N:25]=2)=[O:10])=[CH:18][CH:19]=1.